The task is: Predict the reaction yield, written as a fraction of the theoretical maximum amount of product (1.0 means a 100% yield; for example, 0.34 means a 34% yield).. This data is from Reaction yield outcomes from USPTO patents with 853,638 reactions. (1) The reactants are [CH2:1]([N:3]([CH2:29][CH3:30])[C:4](=[O:28])[C:5]1[CH:10]=[CH:9][C:8]([CH:11]([N:20]2[C:24]([CH3:25])=[C:23](I)[C:22]([CH3:27])=[N:21]2)[C:12]2[CH:17]=[CH:16][CH:15]=[C:14]([O:18][CH3:19])[CH:13]=2)=[CH:7][CH:6]=1)[CH3:2].[F:31][C:32]1[CH:37]=[CH:36][C:35](B(O)O)=[CH:34][CH:33]=1.C([O-])([O-])=O.[Na+].[Na+]. The catalyst is [Pd].C1(P(C2C=CC=CC=2)C2C=CC=CC=2)C=CC=CC=1.C1(P(C2C=CC=CC=2)C2C=CC=CC=2)C=CC=CC=1.C1(P(C2C=CC=CC=2)C2C=CC=CC=2)C=CC=CC=1.C1(P(C2C=CC=CC=2)C2C=CC=CC=2)C=CC=CC=1.CCO.O. The product is [CH2:1]([N:3]([CH2:29][CH3:30])[C:4](=[O:28])[C:5]1[CH:10]=[CH:9][C:8]([CH:11]([N:20]2[C:24]([CH3:25])=[C:23]([C:35]3[CH:36]=[CH:37][C:32]([F:31])=[CH:33][CH:34]=3)[C:22]([CH3:27])=[N:21]2)[C:12]2[CH:17]=[CH:16][CH:15]=[C:14]([O:18][CH3:19])[CH:13]=2)=[CH:7][CH:6]=1)[CH3:2]. The yield is 0.880. (2) The reactants are [OH:1][C:2]1[C:7]2[NH:8][C:9]([C:11]3[S:12][CH:13]=[CH:14][CH:15]=3)=[N:10][C:6]=2[C:5]([C:16]([OH:18])=O)=[CH:4][CH:3]=1.[N+:19]([C:22]1[CH:23]=[CH:24][C:25]([NH:28][CH2:29][CH2:30][NH2:31])=[N:26][CH:27]=1)([O-:21])=[O:20].C(Cl)CCl.C1C=CC2N(O)N=NC=2C=1.CCN(C(C)C)C(C)C. The catalyst is ClCCl. The product is [OH:1][C:2]1[C:7]2[NH:8][C:9]([C:11]3[S:12][CH:13]=[CH:14][CH:15]=3)=[N:10][C:6]=2[C:5]([C:16]([NH:31][CH2:30][CH2:29][NH:28][C:25]2[CH:24]=[CH:23][C:22]([N+:19]([O-:21])=[O:20])=[CH:27][N:26]=2)=[O:18])=[CH:4][CH:3]=1. The yield is 0.420. (3) The reactants are [CH2:1]([O:3][C:4](=[O:14])[CH:5]([C:7]1[S:8][C:9]([Cl:13])=[C:10]([Cl:12])[CH:11]=1)O)[CH3:2].C[C:16](C)(C)[C:17]([O-:20])([O-])[O-:18].[C:23](O)(=O)CCCCC. The catalyst is C1C2C(CCCC2)CCC1. The product is [CH2:1]([O:3][C:4](=[O:14])[CH2:5][C:7]1[S:8][C:9]([Cl:13])=[C:10]([Cl:12])[C:11]=1[CH2:16][C:17]([O:20][CH3:23])=[O:18])[CH3:2]. The yield is 0.290. (4) The reactants are Br[C:2]1[CH:3]=[N:4][CH:5]=[C:6]([Br:8])[CH:7]=1.S(C1C=CC(C)=CC=1)(O)(=O)=O.[C@@H:20]12[CH2:26][NH:25][C@@H:24]1[CH2:23][N:22]([C:27]([O:29][CH2:30][C:31]1[CH:36]=[CH:35][CH:34]=[CH:33][CH:32]=1)=[O:28])[CH2:21]2.CC(C)([O-])C.[Na+]. The catalyst is C1(C)C=CC=CC=1.CCOC(C)=O.C1C=CC(/C=C/C(/C=C/C2C=CC=CC=2)=O)=CC=1.C1C=CC(/C=C/C(/C=C/C2C=CC=CC=2)=O)=CC=1.C1C=CC(/C=C/C(/C=C/C2C=CC=CC=2)=O)=CC=1.[Pd].[Pd].C1(P(C2C=CC=CC=2)C2C3OC4C(=CC=CC=4P(C4C=CC=CC=4)C4C=CC=CC=4)C(C)(C)C=3C=CC=2)C=CC=CC=1. The product is [Br:8][C:6]1[CH:7]=[C:2]([N:25]2[CH2:26][C@@H:20]3[C@H:24]2[CH2:23][N:22]([C:27]([O:29][CH2:30][C:31]2[CH:36]=[CH:35][CH:34]=[CH:33][CH:32]=2)=[O:28])[CH2:21]3)[CH:3]=[N:4][CH:5]=1. The yield is 0.660. (5) The reactants are Cl.[NH2:2][CH2:3][C:4]1[CH:12]=[CH:11][CH:10]=[C:9]2[C:5]=1[C:6](=[O:22])[N:7]([CH:14]1[CH2:19][CH2:18][C:17](=[O:20])[NH:16][C:15]1=[O:21])[C:8]2=[O:13].[F:23][C:24]1[CH:32]=[CH:31][C:27]([C:28](Cl)=[O:29])=[CH:26][C:25]=1[C:33]([F:36])([F:35])[F:34].C(N(C(C)C)CC)(C)C. The catalyst is C(Cl)Cl. The product is [O:21]=[C:15]1[CH:14]([N:7]2[C:6](=[O:22])[C:5]3[C:9](=[CH:10][CH:11]=[CH:12][C:4]=3[CH2:3][NH:2][C:28](=[O:29])[C:27]3[CH:31]=[CH:32][C:24]([F:23])=[C:25]([C:33]([F:36])([F:34])[F:35])[CH:26]=3)[C:8]2=[O:13])[CH2:19][CH2:18][C:17](=[O:20])[NH:16]1. The yield is 0.790. (6) The reactants are [N+:1]([C:4]1[CH:5]=[CH:6][C:7]([C:10]([OH:12])=[O:11])=[N:8][CH:9]=1)([O-:3])=[O:2].S(=O)(=O)(O)O.[C:18](=O)([O-])[O-].[Na+].[Na+]. The catalyst is CO. The product is [N+:1]([C:4]1[CH:5]=[CH:6][C:7]([C:10]([O:12][CH3:18])=[O:11])=[N:8][CH:9]=1)([O-:3])=[O:2]. The yield is 0.890. (7) The reactants are Cl[C:2]1[CH:3]=[C:4]([C:17]2[N:25]=[C:24]([CH3:26])[N:23]=[C:22]3[C:18]=2[N:19]=[CH:20][N:21]3C2CCCCO2)[C:5]([NH:8][C:9]2[CH:10]=[N:11][C:12]([O:15][CH3:16])=[CH:13][CH:14]=2)=[N:6][CH:7]=1.[CH2:33]([NH2:35])[CH3:34].CC(C)([O-])C.[Na+].C(P(C(C)(C)C)C1C=CC=CC=1C1C(C(C)C)=CC(C(C)C)=CC=1C(C)C)(C)(C)C.Cl. The catalyst is C1COCC1.C([O-])(O)=O.[Na+].C1C=CC(/C=C/C(/C=C/C2C=CC=CC=2)=O)=CC=1.C1C=CC(/C=C/C(/C=C/C2C=CC=CC=2)=O)=CC=1.C1C=CC(/C=C/C(/C=C/C2C=CC=CC=2)=O)=CC=1.[Pd].[Pd]. The product is [CH2:33]([NH:35][C:2]1[CH:3]=[C:4]([C:17]2[N:25]=[C:24]([CH3:26])[N:23]=[C:22]3[C:18]=2[N:19]=[CH:20][NH:21]3)[C:5]([NH:8][C:9]2[CH:10]=[N:11][C:12]([O:15][CH3:16])=[CH:13][CH:14]=2)=[N:6][CH:7]=1)[CH3:34]. The yield is 0.390.